This data is from Catalyst prediction with 721,799 reactions and 888 catalyst types from USPTO. The task is: Predict which catalyst facilitates the given reaction. (1) Reactant: [NH2:1][C:2]1[C:3]([Cl:9])=[N:4][CH:5]=[C:6]([Br:8])[CH:7]=1.N1C=CC=CC=1.[C:16]1([S:22](Cl)(=[O:24])=[O:23])[CH:21]=[CH:20][CH:19]=[CH:18][CH:17]=1.C([O-])([O-])=O.[K+].[K+]. Product: [Br:8][C:6]1[CH:7]=[C:2]([NH:1][S:22]([C:16]2[CH:21]=[CH:20][CH:19]=[CH:18][CH:17]=2)(=[O:24])=[O:23])[C:3]([Cl:9])=[N:4][CH:5]=1. The catalyst class is: 34. (2) Reactant: [N:1]([CH2:4][CH2:5][CH:6]([OH:11])[C:7]([F:10])([F:9])[F:8])=[N+]=[N-].O.C1(P(C2C=CC=CC=2)C2C=CC=CC=2)C=CC=CC=1.[C:32]([O:36][C:37](O[C:37]([O:36][C:32]([CH3:35])([CH3:34])[CH3:33])=[O:38])=[O:38])([CH3:35])([CH3:34])[CH3:33]. Product: [C:32]([O:36][C:37](=[O:38])[NH:1][CH2:4][CH2:5][CH:6]([OH:11])[C:7]([F:10])([F:9])[F:8])([CH3:35])([CH3:34])[CH3:33]. The catalyst class is: 1. (3) Reactant: Cl[O-].[Na+].[CH:4]1([CH2:7][CH:8]([O:12][CH2:13]/[CH:14]=[N:15]/[OH:16])[CH2:9][CH:10]=[CH2:11])[CH2:6][CH2:5]1.C(N(CC)CC)C. Product: [CH:4]1([CH2:7][C@@H:8]2[O:12][CH2:13][C:14]3=[N:15][O:16][CH2:11][C@@H:10]3[CH2:9]2)[CH2:5][CH2:6]1. The catalyst class is: 46. (4) Reactant: [CH3:1][S:2][C:3]1[CH:10]=[CH:9][CH:8]=[CH:7][C:4]=1[CH:5]=O.[O:11]1[C:17]2[CH:18]=[CH:19][C:20]([S:22]([NH2:25])(=[O:24])=[O:23])=[CH:21][C:16]=2[O:15][CH2:14][CH2:13][CH2:12]1.O.[O-2].[O-2].[O-2].O=[Si]=O.O=[Si]=O.O=[Si]=O.O=[Si]=O.[Al+3].[Al+3]. Product: [CH3:1][S:2][C:3]1[CH:10]=[CH:9][CH:8]=[CH:7][C:4]=1[CH:5]=[N:25][S:22]([C:20]1[CH:19]=[CH:18][C:17]2[O:11][CH2:12][CH2:13][CH2:14][O:15][C:16]=2[CH:21]=1)(=[O:23])=[O:24]. The catalyst class is: 11.